From a dataset of Forward reaction prediction with 1.9M reactions from USPTO patents (1976-2016). Predict the product of the given reaction. (1) Given the reactants [CH:1]1([C:4]2[C:5]([O:18][CH2:19][C:20]3([CH3:27])[CH2:25][CH2:24][C:23](=[O:26])[CH2:22][CH2:21]3)=[CH:6][C:7]([F:17])=[C:8]([CH:16]=2)[C:9]([O:11][C:12]([CH3:15])([CH3:14])[CH3:13])=[O:10])[CH2:3][CH2:2]1.[BH4-].[Na+], predict the reaction product. The product is: [CH:1]1([C:4]2[C:5]([O:18][CH2:19][C:20]3([CH3:27])[CH2:25][CH2:24][CH:23]([OH:26])[CH2:22][CH2:21]3)=[CH:6][C:7]([F:17])=[C:8]([CH:16]=2)[C:9]([O:11][C:12]([CH3:13])([CH3:14])[CH3:15])=[O:10])[CH2:3][CH2:2]1. (2) Given the reactants [NH2:1][CH2:2][C@@H:3]([N:5]1[CH:9]=[CH:8][C:7]([C:10]2[CH:17]=[C:16]([F:18])[C:13]([C:14]#[N:15])=[C:12]([F:19])[CH:11]=2)=[N:6]1)[CH3:4].[C:20]([C:23]1[CH:27]=[C:26]([C:28](O)=[O:29])[NH:25][N:24]=1)(=[O:22])[CH3:21], predict the reaction product. The product is: [C:20]([C:23]1[CH:27]=[C:26]([C:28]([NH:1][CH2:2][C@@H:3]([N:5]2[CH:9]=[CH:8][C:7]([C:10]3[CH:17]=[C:16]([F:18])[C:13]([C:14]#[N:15])=[C:12]([F:19])[CH:11]=3)=[N:6]2)[CH3:4])=[O:29])[NH:25][N:24]=1)(=[O:22])[CH3:21]. (3) Given the reactants CCN(C(C)C)C(C)C.C1([C@H]([N:18]2[CH2:23][CH2:22][O:21][C@H:20]([C@H:24]([C:36]3[CH:41]=[CH:40][CH:39]=[CH:38][CH:37]=3)[S:25][C:26]3[CH:31]=[CH:30][CH:29]=[CH:28][C:27]=3[C:32]([F:35])([F:34])[F:33])[CH2:19]2)C)C=CC=CC=1.ClC(OC(Cl)C)=O, predict the reaction product. The product is: [C:36]1([C@H:24]([S:25][C:26]2[CH:31]=[CH:30][CH:29]=[CH:28][C:27]=2[C:32]([F:33])([F:34])[F:35])[C@H:20]2[O:21][CH2:22][CH2:23][NH:18][CH2:19]2)[CH:37]=[CH:38][CH:39]=[CH:40][CH:41]=1. (4) Given the reactants FC(F)(F)S(O[C:7]1[CH:8]=[N:9][C:10]([Cl:23])=[CH:11][C:12]=1[C:13]1[NH:14][C:15]2[C:20]([CH:21]=1)=[C:19]([F:22])[CH:18]=[CH:17][CH:16]=2)(=O)=O.[CH2:26]([Sn](CCCC)(CCCC)/C=C\C)[CH2:27][CH2:28]C.[Li+].[Cl-], predict the reaction product. The product is: [Cl:23][C:10]1[CH:11]=[C:12]([C:13]2[NH:14][C:15]3[C:20]([CH:21]=2)=[C:19]([F:22])[CH:18]=[CH:17][CH:16]=3)[C:7](/[CH:26]=[CH:27]\[CH3:28])=[CH:8][N:9]=1. (5) Given the reactants [Cl:1][C:2]1[C:3]([CH3:29])=[C:4]([NH:10][C@H:11]([C@@H:26]([OH:28])[CH3:27])[C:12]([NH:14][NH:15][C:16](=O)[C:17]2[CH:22]=[CH:21][C:20]([O:23][CH3:24])=[CH:19][CH:18]=2)=[O:13])[CH:5]=[CH:6][C:7]=1[C:8]#[N:9].CCN(P1(N(C)CCCN1C)=NC(C)(C)C)CC, predict the reaction product. The product is: [Cl:1][C:2]1[C:3]([CH3:29])=[C:4]([NH:10][C@@H:11]([C:12]2[O:13][C:16]([C:17]3[CH:18]=[CH:19][C:20]([O:23][CH3:24])=[CH:21][CH:22]=3)=[N:15][N:14]=2)[C@@H:26]([OH:28])[CH3:27])[CH:5]=[CH:6][C:7]=1[C:8]#[N:9]. (6) Given the reactants [CH3:1][CH2:2][CH2:3][CH2:4][CH2:5][C@H:6]([OH:28])[CH2:7][CH2:8][C@@H:9]1[C@H:13]2[CH2:14][C:15]3[CH:21]=[CH:20][CH:19]=[C:18]([O:22][CH2:23][C:24]([OH:26])=[O:25])[C:16]=3[CH2:17][C@H:12]2[CH2:11][C@H:10]1[OH:27].C(NCCO)CO.C(OCC)(=O)C.Cl, predict the reaction product. The product is: [CH3:1][CH2:2][CH2:3][CH2:4][CH2:5][C@H:6]([OH:28])[CH2:7][CH2:8][C@H:9]1[C@H:10]([OH:27])[CH2:11][C@H:12]2[C@@H:13]1[CH2:14][C:15]1[C:16]([CH2:17]2)=[C:18]([O:22][CH2:23][C:24]([OH:26])=[O:25])[CH:19]=[CH:20][CH:21]=1. (7) The product is: [F:6][C:7]1[CH:8]=[CH:9][C:10]([C:13]2[C:17](/[CH:18]=[CH:19]/[C:20]3[S:21][C:22]([C:25]([OH:27])=[O:26])=[CH:23][N:24]=3)=[C:16]([CH3:29])[O:15][N:14]=2)=[N:11][CH:12]=1. Given the reactants S(=O)(=O)(O)O.[F:6][C:7]1[CH:8]=[CH:9][C:10]([C:13]2[C:17]([CH:18](O)[CH2:19][C:20]3[S:21][C:22]([C:25]([OH:27])=[O:26])=[CH:23][N:24]=3)=[C:16]([CH3:29])[O:15][N:14]=2)=[N:11][CH:12]=1, predict the reaction product. (8) Given the reactants [F:1][C:2]([F:6])([F:5])[CH2:3][F:4].O=[O+][O-], predict the reaction product. The product is: [F:1][C:2]([F:6])([F:5])[CH:3]([F:4])[C:2]([F:6])([F:5])[F:1]. (9) Given the reactants Br[C:2]1[CH:7]=[CH:6][C:5]([C:8]([F:11])([F:10])[F:9])=[CH:4][C:3]=1I.C([Mg]Cl)(C)C.[CH2:18](Cl)[O:19][CH3:20].Cl.[B:23]1([B:23]2[O:27][C:26]([CH3:29])([CH3:28])[C:25]([CH3:31])([CH3:30])[O:24]2)[O:27][C:26]([CH3:29])([CH3:28])[C:25]([CH3:31])([CH3:30])[O:24]1.C([O-])(=O)C.[K+], predict the reaction product. The product is: [CH3:18][O:19][CH2:20][C:3]1[CH:4]=[C:5]([C:8]([F:11])([F:10])[F:9])[CH:6]=[CH:7][C:2]=1[B:23]1[O:27][C:26]([CH3:29])([CH3:28])[C:25]([CH3:31])([CH3:30])[O:24]1. (10) Given the reactants C([O:4][CH2:5][C:6]1[C:7]([N:32]2[N:41]=[CH:40][C:39]3[C:34](=[C:35]([F:46])[CH:36]=[C:37]([C:42]([CH3:45])([CH3:44])[CH3:43])[CH:38]=3)[C:33]2=[O:47])=[N:8][CH:9]=[CH:10][C:11]=1[C:12]1[CH:17]=[C:16]([NH:18][C:19]2[CH:24]=[CH:23][C:22]([C:25]([C:28]#[N:29])([CH3:27])[CH3:26])=[CH:21][N:20]=2)[C:15](=[O:30])[N:14]([CH3:31])[CH:13]=1)(=O)C.[OH-].[Li+].O, predict the reaction product. The product is: [C:42]([C:37]1[CH:38]=[C:39]2[C:34](=[C:35]([F:46])[CH:36]=1)[C:33](=[O:47])[N:32]([C:7]1[C:6]([CH2:5][OH:4])=[C:11]([C:12]3[CH:17]=[C:16]([NH:18][C:19]4[N:20]=[CH:21][C:22]([C:25]([CH3:27])([CH3:26])[C:28]#[N:29])=[CH:23][CH:24]=4)[C:15](=[O:30])[N:14]([CH3:31])[CH:13]=3)[CH:10]=[CH:9][N:8]=1)[N:41]=[CH:40]2)([CH3:45])([CH3:43])[CH3:44].